From a dataset of Reaction yield outcomes from USPTO patents with 853,638 reactions. Predict the reaction yield, written as a fraction of the theoretical maximum amount of product (1.0 means a 100% yield; for example, 0.34 means a 34% yield). (1) The reactants are [F:1][C:2]1[CH:7]=[C:6](I)[CH:5]=[CH:4][C:3]=1[N:9]1[C:13]([NH2:14])=[N:12][C:11]([NH:15][C:16]2[CH:21]=[CH:20][C:19]([N:22]3[CH2:27][CH2:26][O:25][CH2:24][CH2:23]3)=[CH:18][CH:17]=2)=[N:10]1.[Cu][C:29]#[N:30].O. The catalyst is CN(P(N(C)C)(N(C)C)=O)C. The product is [NH2:14][C:13]1[N:9]([C:3]2[CH:4]=[CH:5][C:6]([C:29]#[N:30])=[CH:7][C:2]=2[F:1])[N:10]=[C:11]([NH:15][C:16]2[CH:21]=[CH:20][C:19]([N:22]3[CH2:27][CH2:26][O:25][CH2:24][CH2:23]3)=[CH:18][CH:17]=2)[N:12]=1. The yield is 0.0900. (2) The reactants are [CH3:1][C:2]([CH3:7])([CH3:6])[C:3](Cl)=[O:4].[Br:8][C:9]1[CH:15]=[CH:14][C:12]([NH2:13])=[CH:11][C:10]=1[N+:16]([O-:18])=[O:17].CCN(CC)CC. The catalyst is C(Cl)Cl. The product is [Br:8][C:9]1[CH:15]=[CH:14][C:12]([NH:13][C:3](=[O:4])[C:2]([CH3:7])([CH3:6])[CH3:1])=[CH:11][C:10]=1[N+:16]([O-:18])=[O:17]. The yield is 0.940. (3) The reactants are F[C:2]1[CH:12]=[CH:11][C:5]([C:6]([O:8]CC)=[O:7])=[CH:4][C:3]=1[N+:13]([O-:15])=[O:14].[OH-].[Li+].O.[CH3:19][N:20]([CH:22]=O)C. The catalyst is C1COCC1. The product is [N:20]1([C:2]2[CH:12]=[CH:11][C:5]([C:6]([OH:8])=[O:7])=[CH:4][C:3]=2[N+:13]([O-:15])=[O:14])[CH2:22][CH2:4][CH2:3][CH2:2][CH2:12][CH2:19]1. The yield is 0.860. (4) The reactants are Cl[CH2:2][C:3]([C:5]1[C:10]([F:11])=[CH:9][C:8]([F:12])=[CH:7][C:6]=1[F:13])=O.[NH2:14][C:15]([NH2:17])=[S:16]. The catalyst is CCO. The product is [F:13][C:6]1[CH:7]=[C:8]([F:12])[CH:9]=[C:10]([F:11])[C:5]=1[C:3]1[N:14]=[C:15]([NH2:17])[S:16][CH:2]=1. The yield is 0.970.